This data is from NCI-60 drug combinations with 297,098 pairs across 59 cell lines. The task is: Regression. Given two drug SMILES strings and cell line genomic features, predict the synergy score measuring deviation from expected non-interaction effect. Drug 1: CN1C(=O)N2C=NC(=C2N=N1)C(=O)N. Drug 2: C1CCC(C(C1)N)N.C(=O)(C(=O)[O-])[O-].[Pt+4]. Cell line: OVCAR-8. Synergy scores: CSS=12.8, Synergy_ZIP=-8.44, Synergy_Bliss=-1.74, Synergy_Loewe=-21.5, Synergy_HSA=-2.99.